Dataset: TCR-epitope binding with 47,182 pairs between 192 epitopes and 23,139 TCRs. Task: Binary Classification. Given a T-cell receptor sequence (or CDR3 region) and an epitope sequence, predict whether binding occurs between them. (1) The TCR CDR3 sequence is CASSTWTVAQGNEQFF. The epitope is NLVPMVATV. Result: 0 (the TCR does not bind to the epitope). (2) The epitope is KLWAQCVQL. The TCR CDR3 sequence is CASGDRVIGDQPQHF. Result: 1 (the TCR binds to the epitope).